Dataset: Reaction yield outcomes from USPTO patents with 853,638 reactions. Task: Predict the reaction yield, written as a fraction of the theoretical maximum amount of product (1.0 means a 100% yield; for example, 0.34 means a 34% yield). (1) The catalyst is ClCCl. The reactants are C1(P(C2C=CC=CC=2)C2C=CC=CC=2)C=CC=CC=1.[N+:20]([C:23]1[CH:31]=[CH:30][CH:29]=[CH:28][C:24]=1[CH2:25][CH2:26]O)([O-:22])=[O:21].C(Br)(Br)(Br)[Br:33]. The product is [Br:33][CH2:26][CH2:25][C:24]1[CH:28]=[CH:29][CH:30]=[CH:31][C:23]=1[N+:20]([O-:22])=[O:21]. The yield is 0.810. (2) The reactants are [OH-].[Na+].O1CCCC1.C(O)C.[C:11]([C:13]1[C:18]2=[N:19][C:20]3[CH:25]=[CH:24][CH:23]=[CH:22][C:21]=3[N:17]2[C:16]([N:26]2[CH2:30][CH2:29][C@@H:28]([CH2:31][NH:32][CH2:33][C:34]([O:36]CC)=[O:35])[CH2:27]2)=[C:15]([C:39]2[CH:44]=[CH:43][CH:42]=[CH:41][CH:40]=2)[C:14]=1[CH3:45])#[N:12].Cl. The catalyst is O. The product is [C:11]([C:13]1[C:18]2=[N:19][C:20]3[CH:25]=[CH:24][CH:23]=[CH:22][C:21]=3[N:17]2[C:16]([N:26]2[CH2:30][CH2:29][C@@H:28]([CH2:31][NH:32][CH2:33][C:34]([OH:36])=[O:35])[CH2:27]2)=[C:15]([C:39]2[CH:40]=[CH:41][CH:42]=[CH:43][CH:44]=2)[C:14]=1[CH3:45])#[N:12]. The yield is 0.360. (3) The reactants are [CH2:1]([N:5]1[C:13]([N:14]2[CH2:19][CH2:18][NH:17][CH2:16][CH2:15]2)=[N:12][C:11]2[C:6]1=[N:7][C:8]([C:26]1[CH:27]=[N:28][C:29]([NH2:32])=[N:30][CH:31]=1)=[N:9][C:10]=2[N:20]1[CH2:25][CH2:24][O:23][CH2:22][CH2:21]1)[CH:2]([CH3:4])[CH3:3].Cl.C(N=C=NCCCN(C)C)C.ON1C2C=CC=CC=2N=N1.[OH:55][C@H:56]([CH3:61])[CH2:57][C:58](O)=[O:59]. The catalyst is CN(C)C=O. The product is [NH2:32][C:29]1[N:30]=[CH:31][C:26]([C:8]2[N:7]=[C:6]3[C:11]([N:12]=[C:13]([N:14]4[CH2:19][CH2:18][N:17]([C:58](=[O:59])[CH2:57][C@H:56]([OH:55])[CH3:61])[CH2:16][CH2:15]4)[N:5]3[CH2:1][CH:2]([CH3:4])[CH3:3])=[C:10]([N:20]3[CH2:25][CH2:24][O:23][CH2:22][CH2:21]3)[N:9]=2)=[CH:27][N:28]=1. The yield is 0.360. (4) The reactants are [CH2:1]([C:3]1[C:8](=[O:9])[NH:7][C:6]([CH3:10])=[C:5]([C:11]2[S:15][C:14]([S:16](Cl)(=[O:18])=[O:17])=[CH:13][CH:12]=2)[CH:4]=1)[CH3:2].[OH:20][CH:21]([C:25]1[CH:30]=[CH:29][CH:28]=[CH:27][CH:26]=1)[CH2:22][NH:23][CH3:24]. No catalyst specified. The product is [OH:20][CH:21]([C:25]1[CH:30]=[CH:29][CH:28]=[CH:27][CH:26]=1)[CH2:22][N:23]([CH3:24])[S:16]([C:14]1[S:15][C:11]([C:5]2[CH:4]=[C:3]([CH2:1][CH3:2])[C:8](=[O:9])[NH:7][C:6]=2[CH3:10])=[CH:12][CH:13]=1)(=[O:18])=[O:17]. The yield is 0.580. (5) The reactants are [Cl:1][C:2]1[C:3]([F:40])=[C:4]([C@@H:8]2[C@:12]([C:15]3[CH:20]=[CH:19][C:18]([Cl:21])=[CH:17][C:16]=3[F:22])([C:13]#[N:14])[C@H:11]([CH2:23][C:24]([CH3:27])([CH3:26])[CH3:25])[NH:10][C@H:9]2[C:28]([NH:30][C:31]2[CH:39]=[CH:38][C:34]([C:35]([OH:37])=O)=[CH:33][N:32]=2)=[O:29])[CH:5]=[CH:6][CH:7]=1.[NH2:41][C:42]([CH3:46])([CH3:45])[CH2:43][OH:44].CN(C(ON1N=NC2C=CC=NC1=2)=[N+](C)C)C.F[P-](F)(F)(F)(F)F.CCN(C(C)C)C(C)C. The catalyst is C(Cl)Cl. The product is [Cl:1][C:2]1[C:3]([F:40])=[C:4]([C@@H:8]2[C@:12]([C:15]3[CH:20]=[CH:19][C:18]([Cl:21])=[CH:17][C:16]=3[F:22])([C:13]#[N:14])[C@H:11]([CH2:23][C:24]([CH3:26])([CH3:27])[CH3:25])[NH:10][C@H:9]2[C:28]([NH:30][C:31]2[CH:39]=[CH:38][C:34]([C:35]([NH:41][C:42]([CH3:46])([CH3:45])[CH2:43][OH:44])=[O:37])=[CH:33][N:32]=2)=[O:29])[CH:5]=[CH:6][CH:7]=1. The yield is 0.220. (6) The reactants are [CH2:1]([C@@:5]1([CH2:31][CH3:32])[NH:11][C@H:10]([C:12]2[CH:17]=[CH:16][CH:15]=[CH:14][CH:13]=2)[C:9]2[CH:18]=[C:19]([O:27][CH3:28])[C:20]([CH2:22][CH2:23][C:24](O)=[O:25])=[CH:21][C:8]=2[S:7](=[O:30])(=[O:29])[CH2:6]1)[CH2:2][CH2:3][CH3:4].C(Cl)CCl.[CH3:37][S:38]([NH2:41])(=[O:40])=[O:39]. The catalyst is CN(C1C=CN=CC=1)C.C(Cl)Cl.C1COCC1. The product is [CH2:1]([C@@:5]1([CH2:31][CH3:32])[NH:11][C@H:10]([C:12]2[CH:13]=[CH:14][CH:15]=[CH:16][CH:17]=2)[C:9]2[CH:18]=[C:19]([O:27][CH3:28])[C:20]([CH2:22][CH2:23][C:24]([NH:41][S:38]([CH3:37])(=[O:40])=[O:39])=[O:25])=[CH:21][C:8]=2[S:7](=[O:29])(=[O:30])[CH2:6]1)[CH2:2][CH2:3][CH3:4]. The yield is 0.340.